Dataset: Forward reaction prediction with 1.9M reactions from USPTO patents (1976-2016). Task: Predict the product of the given reaction. (1) Given the reactants [F:1][C:2]1[CH:7]=[CH:6][C:5]([C@:8]23[CH2:16][CH2:15][CH2:14][CH:13]2[CH2:12][S:11][C:10]([NH2:17])=[N:9]3)=[CH:4][C:3]=1[O:18]C.B(Br)(Br)Br, predict the reaction product. The product is: [NH2:17][C:10]1[S:11][CH2:12][CH:13]2[CH2:14][CH2:15][CH2:16][C@:8]2([C:5]2[CH:6]=[CH:7][C:2]([F:1])=[C:3]([OH:18])[CH:4]=2)[N:9]=1. (2) Given the reactants Cl[C:2]1[C:3]2[C:10]([C:11]3[CH:16]=[CH:15][C:14]([O:17][CH3:18])=[CH:13][CH:12]=3)=[C:9]([C:19]3[CH:24]=[CH:23][CH:22]=[CH:21][CH:20]=3)[O:8][C:4]=2[N:5]=[CH:6][N:7]=1.[CH3:25][O:26][C:27](=[O:37])[CH2:28][O:29][C:30]1[CH:35]=[CH:34][CH:33]=[C:32]([NH2:36])[CH:31]=1, predict the reaction product. The product is: [CH3:25][O:26][C:27](=[O:37])[CH2:28][O:29][C:30]1[CH:35]=[CH:34][CH:33]=[C:32]([NH:36][C:2]2[C:3]3[C:10]([C:11]4[CH:12]=[CH:13][C:14]([O:17][CH3:18])=[CH:15][CH:16]=4)=[C:9]([C:19]4[CH:20]=[CH:21][CH:22]=[CH:23][CH:24]=4)[O:8][C:4]=3[N:5]=[CH:6][N:7]=2)[CH:31]=1. (3) Given the reactants O1CCCCC1[O:7][NH:8][C:9](/[CH:11]=[CH:12]/[C:13]1[CH:18]=[CH:17][CH:16]=[CH:15][C:14]=1C=CC(O)=O)=[O:10].C(Cl)CCl.[CH:28]1C=CC2N(O)N=N[C:32]=2[CH:33]=1.Cl.Cl.[CH3:40][C@H:41]1[N:46]([CH3:47])[C@@H:45]([CH3:48])[CH2:44][NH:43][CH2:42]1.CN(C=[O:53])C, predict the reaction product. The product is: [OH:7][NH:8][C:9](=[O:10])/[CH:11]=[CH:12]/[C:13]1[CH:14]=[CH:15][CH:16]=[C:17](/[CH:32]=[CH:33]/[C:28](=[O:53])[N:43]2[CH2:44][C@H:45]([CH3:48])[N:46]([CH3:47])[C@H:41]([CH3:40])[CH2:42]2)[CH:18]=1. (4) Given the reactants [C:1]1([CH3:18])[CH:6]=[CH:5][CH:4]=[C:3]([NH:7][C:8](=[O:17])[CH:9]=[CH:10]C2C=CC=CC=2)[CH:2]=1.[Al+3].[Cl-].[Cl-].[Cl-], predict the reaction product. The product is: [CH3:18][C:1]1[CH:2]=[C:3]2[C:4]([CH:10]=[CH:9][C:8](=[O:17])[NH:7]2)=[CH:5][CH:6]=1.